From a dataset of Forward reaction prediction with 1.9M reactions from USPTO patents (1976-2016). Predict the product of the given reaction. (1) Given the reactants [OH:1][C:2]1[C:11]([OH:12])=[C:10]2[C:5]([C:6]([CH2:14][C:15]([O:17]C)=[O:16])=[CH:7][C:8](=[O:13])[O:9]2)=[CH:4][CH:3]=1.Cl, predict the reaction product. The product is: [OH:1][C:2]1[C:11]([OH:12])=[C:10]2[C:5]([C:6]([CH2:14][C:15]([OH:17])=[O:16])=[CH:7][C:8](=[O:13])[O:9]2)=[CH:4][CH:3]=1. (2) Given the reactants [C:1]([O:5][C:6]([N:8]([CH2:11][C:12]1[N:13]([CH3:49])[C:14]2[CH:15]=[C:16]3[C@H:25]([OH:26])[C@H:24]([OH:27])[CH2:23][C:22]4[C:28]([OH:48])=[C:29]([C:44]([O:46]C)=[O:45])[C:30](=[O:43])[N:31](CC5C=CC(OC)=CC=5OC)[C:21]=4[C:17]3=[CH:18][C:19]=2[CH:20]=1)[CH2:9][CH3:10])=[O:7])([CH3:4])([CH3:3])[CH3:2].[Li+].[I-].Cl, predict the reaction product. The product is: [C:1]([O:5][C:6]([N:8]([CH2:11][C:12]1[N:13]([CH3:49])[C:14]2[CH:15]=[C:16]3[C@H:25]([OH:26])[C@H:24]([OH:27])[CH2:23][C:22]4[C:28]([OH:48])=[C:29]([C:44]([OH:46])=[O:45])[C:30](=[O:43])[NH:31][C:21]=4[C:17]3=[CH:18][C:19]=2[CH:20]=1)[CH2:9][CH3:10])=[O:7])([CH3:4])([CH3:2])[CH3:3]. (3) Given the reactants [CH2:1]([NH:3][CH2:4][C:5]1[CH:10]=[C:9]([S:11]([CH3:14])(=[O:13])=[O:12])[CH:8]=[CH:7][C:6]=1[OH:15])[CH3:2].C(NC(C)C)(C)C.Cl[C:24]([O:26][CH2:27][C:28]1[CH:33]=[CH:32][CH:31]=[CH:30][CH:29]=1)=[O:25], predict the reaction product. The product is: [CH2:27]([O:26][C:24](=[O:25])[N:3]([CH2:1][CH3:2])[CH2:4][C:5]1[CH:10]=[C:9]([S:11]([CH3:14])(=[O:13])=[O:12])[CH:8]=[CH:7][C:6]=1[OH:15])[C:28]1[CH:33]=[CH:32][CH:31]=[CH:30][CH:29]=1. (4) Given the reactants N(C(OCC)=O)=NC(OCC)=O.[OH:13][C:14]1[CH:15]=[C:16]([C:20]2[NH:24][C:23]([C:25]3[CH:30]=[CH:29][N:28]=[C:27]([N:31]4[CH2:36][CH2:35][N:34]([CH:37]([CH3:39])[CH3:38])[CH2:33][CH2:32]4)[CH:26]=3)=[N:22][CH:21]=2)[CH:17]=[CH:18][CH:19]=1.[C:40]1(P(C2C=CC=CC=2)C2C=CC=CC=2)[CH:45]=CC=C[CH:41]=1.C(O)(C)C, predict the reaction product. The product is: [CH:40]([O:13][C:14]1[CH:15]=[C:16]([C:20]2[NH:24][C:23]([C:25]3[CH:30]=[CH:29][N:28]=[C:27]([N:31]4[CH2:32][CH2:33][N:34]([CH:37]([CH3:39])[CH3:38])[CH2:35][CH2:36]4)[CH:26]=3)=[N:22][CH:21]=2)[CH:17]=[CH:18][CH:19]=1)([CH3:45])[CH3:41]. (5) Given the reactants [CH3:1][N:2]([CH3:16])[C:3](=[O:15])[CH:4]([OH:14])[CH2:5][NH:6]C(=O)OC(C)(C)C.C(O)(C(F)(F)F)=O, predict the reaction product. The product is: [NH2:6][CH2:5][CH:4]([OH:14])[C:3]([N:2]([CH3:16])[CH3:1])=[O:15].